From a dataset of Forward reaction prediction with 1.9M reactions from USPTO patents (1976-2016). Predict the product of the given reaction. Given the reactants Cl[C:2]1[CH:3]=[CH:4][C:5]2[CH2:6][N:7]([CH3:19])[CH2:8][C@@H:9]([C:13]3[CH:18]=[CH:17][CH:16]=[CH:15][CH:14]=3)[O:10][C:11]=2[N:12]=1.[CH3:20][O:21][C:22]1[CH:23]=[C:24]([CH:26]=[CH:27][C:28]=1[N:29]1[CH:33]=[N:32][C:31]([CH3:34])=[N:30]1)[NH2:25].C1(P(C2CCCCC2)C2C=CC=CC=2C2C=CC=CC=2)CCCCC1.C(=O)([O-])[O-].[Cs+].[Cs+], predict the reaction product. The product is: [CH3:20][O:21][C:22]1[CH:23]=[C:24]([NH:25][C:2]2[CH:3]=[CH:4][C:5]3[CH2:6][N:7]([CH3:19])[CH2:8][C@@H:9]([C:13]4[CH:18]=[CH:17][CH:16]=[CH:15][CH:14]=4)[O:10][C:11]=3[N:12]=2)[CH:26]=[CH:27][C:28]=1[N:29]1[CH:33]=[N:32][C:31]([CH3:34])=[N:30]1.